Dataset: Forward reaction prediction with 1.9M reactions from USPTO patents (1976-2016). Task: Predict the product of the given reaction. Given the reactants [CH:1]([O:4][C:5]([N:7]1[CH2:12][CH2:11][CH:10]([O:13][C:14]2[C:19]([CH3:20])=[C:18](Cl)[N:17]=[CH:16][N:15]=2)[CH2:9][CH2:8]1)=[O:6])([CH3:3])[CH3:2].CC(C)([O-])C.[Na+].[Cl:28][C:29]1[N:34]=[C:33]([CH3:35])[C:32]([NH2:36])=[CH:31][CH:30]=1, predict the reaction product. The product is: [CH:1]([O:4][C:5]([N:7]1[CH2:12][CH2:11][CH:10]([O:13][C:14]2[C:19]([CH3:20])=[C:18]([NH:36][C:32]3[C:33]([CH3:35])=[N:34][C:29]([Cl:28])=[CH:30][CH:31]=3)[N:17]=[CH:16][N:15]=2)[CH2:9][CH2:8]1)=[O:6])([CH3:3])[CH3:2].